From a dataset of Full USPTO retrosynthesis dataset with 1.9M reactions from patents (1976-2016). Predict the reactants needed to synthesize the given product. (1) The reactants are: [Na].[Br:2][C:3]1[CH:11]=[CH:10][C:9]2[NH:8][C:7]3[CH:12]4[CH2:18][CH2:17][N:15]([CH2:16][C:6]=3[C:5]=2[CH:4]=1)[CH2:14][CH2:13]4.[Cl:19][C:20]1[CH:27]=[CH:26][C:23]([CH:24]=[CH2:25])=[CH:22][CH:21]=1.C1(C=CC(O)=CC=1)O. Given the product [Br:2][C:3]1[CH:11]=[CH:10][C:9]2[N:8]([CH2:25][CH2:24][C:23]3[CH:26]=[CH:27][C:20]([Cl:19])=[CH:21][CH:22]=3)[C:7]3[CH:12]4[CH2:13][CH2:14][N:15]([CH2:16][C:6]=3[C:5]=2[CH:4]=1)[CH2:17][CH2:18]4, predict the reactants needed to synthesize it. (2) Given the product [CH3:1][N:2]1[CH2:3][CH2:4][O:10][C:8](=[O:9])[C:7]1=[O:13], predict the reactants needed to synthesize it. The reactants are: [CH3:1][N:2]([CH2:7][C:8]([OH:10])=[O:9])[CH2:3][C:4](O)=O.C(OC(=O)C)(=[O:13])C.C(O)(=O)C. (3) Given the product [Cl:1][C:2]1[CH:7]=[C:6]([NH2:12])[N:5]2[N:9]=[CH:10][CH:11]=[C:4]2[N:3]=1, predict the reactants needed to synthesize it. The reactants are: [Cl:1][C:2]1[CH:7]=[C:6](Cl)[N:5]2[N:9]=[CH:10][CH:11]=[C:4]2[N:3]=1.[NH4+:12].[OH-]. (4) Given the product [Cl:11][C:12]1[C:19]([CH3:20])=[C:18]([N:3]2[CH2:4][CH2:5][C@@:6]([OH:7])([CH3:8])[C@@H:2]2[CH3:1])[CH:17]=[CH:16][C:13]=1[C:14]#[N:15], predict the reactants needed to synthesize it. The reactants are: [CH3:1][C@H:2]1[C@@:6]([CH2:8]CC)([OH:7])[CH2:5][CH2:4][NH:3]1.[Cl:11][C:12]1[C:19]([CH3:20])=[C:18](F)[CH:17]=[CH:16][C:13]=1[C:14]#[N:15].C(=O)([O-])[O-].[Li+].[Li+]. (5) Given the product [OH:30][C:19]1[C:20]2[C:29](=[CH:28][C:27]3[C:22]([CH:21]=2)=[CH:23][CH:24]=[CH:25][CH:26]=3)[C:16]([OH:31])=[CH:17][CH:18]=1, predict the reactants needed to synthesize it. The reactants are: S(S([O-])=O)([O-])=O.[Na+].[Na+].O.O1CCOCC1.[C:16]1(=[O:31])[C:29]2[C:20](=[CH:21][C:22]3[C:27]([CH:28]=2)=[CH:26][CH:25]=[CH:24][CH:23]=3)[C:19](=[O:30])[CH:18]=[CH:17]1. (6) The reactants are: CC1(C)C(C)(C)OB([C:9]2[CH:25]=[CH:24][C:12]3[N:13]([C@H:17]4[CH2:22][CH2:21][C@H:20]([OH:23])[CH2:19][CH2:18]4)[CH2:14][CH2:15][O:16][C:11]=3[CH:10]=2)O1.[CH2:27]([N:31]1[CH:36]=[CH:35][C:34](OS(C(F)(F)F)(=O)=O)=[C:33]([Cl:45])[C:32]1=[O:46])[CH2:28][CH2:29][CH3:30].C([O-])(O)=O.[Na+]. Given the product [CH2:27]([N:31]1[CH:36]=[CH:35][C:34]([C:9]2[CH:25]=[CH:24][C:12]3[N:13]([CH:17]4[CH2:18][CH2:19][C:20](=[O:23])[CH2:21][CH2:22]4)[CH2:14][CH2:15][O:16][C:11]=3[CH:10]=2)=[C:33]([Cl:45])[C:32]1=[O:46])[CH2:28][CH2:29][CH3:30], predict the reactants needed to synthesize it. (7) Given the product [CH3:35][O:36][C:37](=[O:47])[C:38]1[CH:39]=[C:40]([F:46])[C:41]([O:45][CH2:14][CH:13]([N:12]2[C:11]3[CH:29]=[C:30]([F:34])[C:31]([F:33])=[CH:32][C:10]=3[N:9]=[C:8]2[C:5]2[CH:4]=[CH:3][C:2]([Cl:1])=[CH:7][CH:6]=2)[CH:23]2[CH2:24][CH2:25][CH2:26][CH2:49][CH2:48][CH2:28]2)=[C:42]([F:44])[CH:43]=1, predict the reactants needed to synthesize it. The reactants are: [Cl:1][C:2]1[CH:7]=[CH:6][C:5]([C:8]2[N:12]([CH:13]([CH:23]3[CH2:28]C[CH2:26][CH2:25][CH2:24]3)[CH2:14]OCC3CCCCC3)[C:11]3[CH:29]=[C:30]([F:34])[C:31]([F:33])=[CH:32][C:10]=3[N:9]=2)=[CH:4][CH:3]=1.[CH3:35][O:36][C:37](=[O:47])[C:38]1[CH:43]=[C:42]([F:44])[C:41]([OH:45])=[C:40]([F:46])[CH:39]=1.[C:48]1(P(C2C=CC=CC=2)C2C=CC=CC=2)C=CC=C[CH:49]=1.N(C(OC(C)(C)C)=O)=NC(OC(C)(C)C)=O. (8) Given the product [C:1]([O:5][C:6](=[O:7])[NH:8][C@H:9]([CH2:29][C:30]1[CH:35]=[C:34]([F:36])[C:33]([F:37])=[CH:32][C:31]=1[F:38])[CH2:10][C:11]([N:13]1[CH2:18][CH2:17][N:16]2[C:19]([C:25]([F:28])([F:26])[F:27])=[N:20][C:21]([C:22](=[O:23])[NH:45][CH2:44][CH2:43][S:40]([CH3:39])(=[O:42])=[O:41])=[C:15]2[CH2:14]1)=[O:12])([CH3:2])([CH3:4])[CH3:3], predict the reactants needed to synthesize it. The reactants are: [C:1]([O:5][C:6]([NH:8][C@H:9]([CH2:29][C:30]1[CH:35]=[C:34]([F:36])[C:33]([F:37])=[CH:32][C:31]=1[F:38])[CH2:10][C:11]([N:13]1[CH2:18][CH2:17][N:16]2[C:19]([C:25]([F:28])([F:27])[F:26])=[N:20][C:21]([C:22](O)=[O:23])=[C:15]2[CH2:14]1)=[O:12])=[O:7])([CH3:4])([CH3:3])[CH3:2].[CH3:39][S:40]([CH2:43][CH2:44][NH2:45])(=[O:42])=[O:41].O=C1N([ClH]P([ClH]N2CCOC2=O)=O)CCO1.C(N(CC)CC)C. (9) Given the product [CH2:36]([O:35][C:33]([C:31]1[N:32]=[C:28]([C:9]2[CH:18]=[C:17]3[C:12]([CH2:13][CH2:14][N:15]([C:19]([O:21][C:22]([CH3:23])([CH3:24])[CH3:25])=[O:20])[CH2:16]3)=[CH:11][CH:10]=2)[S:29][CH:30]=1)=[O:34])[CH3:37], predict the reactants needed to synthesize it. The reactants are: CC1(C)C(C)(C)OB([C:9]2[CH:18]=[C:17]3[C:12]([CH2:13][CH2:14][N:15]([C:19]([O:21][C:22]([CH3:25])([CH3:24])[CH3:23])=[O:20])[CH2:16]3)=[CH:11][CH:10]=2)O1.Br[C:28]1[S:29][CH:30]=[C:31]([C:33]([O:35][CH2:36][CH3:37])=[O:34])[N:32]=1. (10) Given the product [OH:14][C:15]1[CH:23]=[CH:22][C:21]([C:24]([O:26][CH3:27])=[O:25])=[CH:20][C:16]=1[C:17]([N:30]1[CH2:28][CH2:29][C:5]2[C:4](=[CH:9][CH:8]=[CH:7][CH:6]=2)[CH2:31]1)=[O:19], predict the reactants needed to synthesize it. The reactants are: N1[C:5]2[CH:6]=[CH:7][CH:8]=[CH:9][C:4]=2N=N1.S(Cl)(Cl)=O.[OH:14][C:15]1[CH:23]=[CH:22][C:21]([C:24]([O:26][CH3:27])=[O:25])=[CH:20][C:16]=1[C:17]([OH:19])=O.[CH2:28]([N:30](CC)[CH2:31]C)[CH3:29].